From a dataset of Catalyst prediction with 721,799 reactions and 888 catalyst types from USPTO. Predict which catalyst facilitates the given reaction. Reactant: Cl.[F:2][C:3]1[CH:8]=[CH:7][C:6]([C:9]2[C:13]3[N:14]=[CH:15][N:16]([CH2:19][C:20]4([OH:26])[CH2:25][CH2:24][NH:23][CH2:22][CH2:21]4)[C:17](=[O:18])[C:12]=3[S:11][CH:10]=2)=[CH:5][CH:4]=1.[C:27]([O:31][C:32]([NH:34][CH2:35][CH2:36][CH2:37][CH2:38][C:39](O)=[O:40])=[O:33])([CH3:30])([CH3:29])[CH3:28].CN(C(ON1N=NC2C=CC=NC1=2)=[N+](C)C)C.F[P-](F)(F)(F)(F)F.C(N(CC)CC)C. Product: [F:2][C:3]1[CH:4]=[CH:5][C:6]([C:9]2[C:13]3[N:14]=[CH:15][N:16]([CH2:19][C:20]4([OH:26])[CH2:25][CH2:24][N:23]([C:39](=[O:40])[CH2:38][CH2:37][CH2:36][CH2:35][NH:34][C:32](=[O:33])[O:31][C:27]([CH3:28])([CH3:29])[CH3:30])[CH2:22][CH2:21]4)[C:17](=[O:18])[C:12]=3[S:11][CH:10]=2)=[CH:7][CH:8]=1. The catalyst class is: 399.